From a dataset of Forward reaction prediction with 1.9M reactions from USPTO patents (1976-2016). Predict the product of the given reaction. (1) Given the reactants Cl[S:2]([C:5]1[CH:10]=[CH:9][C:8]([N:11]=[C:12]=[O:13])=[CH:7][CH:6]=1)(=[O:4])=[O:3].[CH3:14][O:15][C:16]1[CH:25]=[CH:24][C:23]([N:26]2[CH2:31][CH2:30][N:29]([CH3:32])[CH2:28][CH2:27]2)=[C:22]2[C:17]=1[CH2:18][CH2:19][NH:20][CH2:21]2.[CH:33]1([NH2:36])[CH2:35][CH2:34]1, predict the reaction product. The product is: [CH:33]1([NH:36][S:2]([C:5]2[CH:10]=[CH:9][C:8]([NH:11][C:12]([N:20]3[CH2:19][CH2:18][C:17]4[C:22](=[C:23]([N:26]5[CH2:27][CH2:28][N:29]([CH3:32])[CH2:30][CH2:31]5)[CH:24]=[CH:25][C:16]=4[O:15][CH3:14])[CH2:21]3)=[O:13])=[CH:7][CH:6]=2)(=[O:4])=[O:3])[CH2:35][CH2:34]1. (2) Given the reactants [F:1][C:2]1[CH:7]=[CH:6][C:5]([N:8]2[CH2:13][CH2:12][NH:11][CH2:10][CH2:9]2)=[C:4]([C:14]([F:17])([F:16])[F:15])[CH:3]=1.[Cl:18][C:19]1[CH:28]=[CH:27][CH:26]=[C:25]2[C:20]=1[CH:21]=[CH:22][C:23]([S:29](Cl)(=[O:31])=[O:30])=[CH:24]2.C(N(C(C)C)CC)(C)C, predict the reaction product. The product is: [Cl:18][C:19]1[CH:28]=[CH:27][CH:26]=[C:25]2[C:20]=1[CH:21]=[CH:22][C:23]([S:29]([N:11]1[CH2:12][CH2:13][N:8]([C:5]3[CH:6]=[CH:7][C:2]([F:1])=[CH:3][C:4]=3[C:14]([F:16])([F:15])[F:17])[CH2:9][CH2:10]1)(=[O:30])=[O:31])=[CH:24]2. (3) Given the reactants [S:1]([O:8]S(C(F)(F)F)(=O)=O)([C:4]([F:7])([F:6])[F:5])(=[O:3])=[O:2].[CH2:16]([N:18]1[CH2:27][CH2:26][C:25]2[C:20](=[C:21]([O:29][CH3:30])[CH:22]=[C:23](O)[CH:24]=2)[CH2:19]1)[CH3:17].N1C=CC=CC=1, predict the reaction product. The product is: [CH2:16]([N:18]1[CH2:27][CH2:26][C:25]2[C:20](=[C:21]([O:29][CH3:30])[CH:22]=[C:23]([O:8][S:1]([C:4]([F:7])([F:6])[F:5])(=[O:3])=[O:2])[CH:24]=2)[CH2:19]1)[CH3:17].